Dataset: Catalyst prediction with 721,799 reactions and 888 catalyst types from USPTO. Task: Predict which catalyst facilitates the given reaction. (1) Reactant: [CH3:1][C:2]1[CH:7]=[CH:6][CH:5]=[CH:4][C:3]=1[C:8]1[O:12][N:11]=[CH:10][C:9]=1[C:13]([OH:15])=O.[C:16]1([CH:22]2[CH2:26][CH2:25][NH:24][CH2:23]2)[CH:21]=[CH:20][CH:19]=[CH:18][CH:17]=1.F[B-](F)(F)F.N1(OC(N(C)C)=[N+](C)C)C2C=CC=CC=2N=N1.C(N(C(C)C)CC)(C)C. Product: [CH3:1][C:2]1[CH:7]=[CH:6][CH:5]=[CH:4][C:3]=1[C:8]1[O:12][N:11]=[CH:10][C:9]=1[C:13]([N:24]1[CH2:25][CH2:26][CH:22]([C:16]2[CH:21]=[CH:20][CH:19]=[CH:18][CH:17]=2)[CH2:23]1)=[O:15]. The catalyst class is: 9. (2) Reactant: [NH2:1][C:2]1[N:3]([CH2:27][CH3:28])[C:4]2[C:9]([C:10](=[O:25])[C:11]=1[C:12]1[N:13](COCC[Si](C)(C)C)[CH:14]=[CH:15][N:16]=1)=[CH:8][CH:7]=[C:6]([Cl:26])[N:5]=2.FC(F)(F)C(O)=O. Product: [NH2:1][C:2]1[N:3]([CH2:27][CH3:28])[C:4]2[C:9]([C:10](=[O:25])[C:11]=1[C:12]1[NH:16][CH:15]=[CH:14][N:13]=1)=[CH:8][CH:7]=[C:6]([Cl:26])[N:5]=2. The catalyst class is: 4. (3) Reactant: [CH3:1][N:2]([CH2:8][C:9]1[CH:14]=[CH:13][C:12]([N+:15]([O-])=O)=[CH:11][CH:10]=1)[CH2:3][C:4]([O:6][CH3:7])=[O:5]. Product: [NH2:15][C:12]1[CH:11]=[CH:10][C:9]([CH2:8][N:2]([CH3:1])[CH2:3][C:4]([O:6][CH3:7])=[O:5])=[CH:14][CH:13]=1. The catalyst class is: 25. (4) Reactant: C([O:3][C:4](=[O:33])/[CH:5]=[CH:6]/[C@@:7]([NH:25][C:26]([O:28][C:29]([CH3:32])([CH3:31])[CH3:30])=[O:27])([CH3:24])[CH2:8][CH2:9][C:10]1[CH:15]=[CH:14][C:13]([O:16][CH2:17][CH2:18][CH2:19][CH2:20][CH2:21][CH2:22][CH3:23])=[CH:12][CH:11]=1)C.[OH-].[Li+].CCOC(C)=O.Cl. Product: [C:29]([O:28][C:26]([NH:25][C@:7]([CH3:24])([CH2:8][CH2:9][C:10]1[CH:15]=[CH:14][C:13]([O:16][CH2:17][CH2:18][CH2:19][CH2:20][CH2:21][CH2:22][CH3:23])=[CH:12][CH:11]=1)/[CH:6]=[CH:5]/[C:4]([OH:33])=[O:3])=[O:27])([CH3:32])([CH3:31])[CH3:30]. The catalyst class is: 200.